Predict the product of the given reaction. From a dataset of Forward reaction prediction with 1.9M reactions from USPTO patents (1976-2016). (1) Given the reactants [Br:1][C:2]1[CH:3]=[C:4]([CH:7]=[CH:8][C:9]=1[OH:10])[CH:5]=[O:6].[C:11](OC(=O)C)(=[O:13])[CH3:12], predict the reaction product. The product is: [C:11]([O:10][C:9]1[CH:8]=[CH:7][C:4]([CH:5]=[O:6])=[CH:3][C:2]=1[Br:1])(=[O:13])[CH3:12]. (2) Given the reactants [NH2:1][C:2]1[C:3]([OH:13])=[C:4]([S:9]([NH2:12])(=[O:11])=[O:10])[C:5]([Cl:8])=[CH:6][CH:7]=1.N(C([C:19]1[CH:24]=[CH:23][CH:22]=[CH:21][N:20]=1)=O)=[N+]=[N-].C[N:26](C)[CH:27]=[O:28], predict the reaction product. The product is: [NH2:12][S:9]([C:4]1[C:3]([OH:13])=[C:2]([NH:1][C:27]([NH:26][C:19]2[CH:24]=[CH:23][CH:22]=[CH:21][N:20]=2)=[O:28])[CH:7]=[CH:6][C:5]=1[Cl:8])(=[O:11])=[O:10]. (3) Given the reactants CC(OC([N:8]1[C@H:12]([C:13]([OH:15])=[O:14])[CH2:11][CH:10]=[N:9]1)=O)(C)C.[ClH:16].CCOCC, predict the reaction product. The product is: [ClH:16].[NH:8]1[C@H:12]([C:13]([OH:15])=[O:14])[CH2:11][CH:10]=[N:9]1. (4) Given the reactants [Si:1]([O:8][CH2:9][C@H:10]1[CH2:19][C:18]2[C:13](=[CH:14][CH:15]=[CH:16][C:17]=2[CH2:20][CH2:21][OH:22])[C@H:12]([CH3:23])[N:11]1[C:24](=[O:34])[CH2:25][C:26]1[C:31]([Cl:32])=[CH:30][CH:29]=[CH:28][C:27]=1[Cl:33])([C:4]([CH3:7])([CH3:6])[CH3:5])([CH3:3])[CH3:2].C([O-])(O)=O.[Na+].[O-]S([O-])(=S)=O.[Na+].[Na+], predict the reaction product. The product is: [Si:1]([O:8][CH2:9][C@H:10]1[CH2:19][C:18]2[C:13](=[CH:14][CH:15]=[CH:16][C:17]=2[CH2:20][CH:21]=[O:22])[C@H:12]([CH3:23])[N:11]1[C:24](=[O:34])[CH2:25][C:26]1[C:31]([Cl:32])=[CH:30][CH:29]=[CH:28][C:27]=1[Cl:33])([C:4]([CH3:7])([CH3:5])[CH3:6])([CH3:3])[CH3:2]. (5) The product is: [C:43]([O:16][C@H:11]1[C@H:10]([F:17])[C@H:9]([N:3]2[CH:2]=[CH:1][C:7]([NH:8][C:55](=[O:56])[C:24]3[CH:23]=[CH:12][CH:11]=[CH:10][CH:9]=3)=[N:6][C:4]2=[O:5])[O:13][C@@H:12]1[CH2:14][O:15][Si:29]([C:26]([CH3:28])([CH3:27])[CH3:25])([C:36]1[CH:41]=[CH:40][CH:39]=[CH:38][CH:37]=1)[C:30]1[CH:35]=[CH:34][CH:33]=[CH:32][CH:31]=1)(=[O:50])[C:44]1[CH:49]=[CH:48][CH:47]=[CH:46][CH:45]=1. Given the reactants [CH:1]1[C:7]([NH2:8])=[N:6][C:4](=[O:5])[N:3]([C@@H:9]2[O:13][C@H:12]([CH2:14][OH:15])[C@@H:11]([OH:16])[C@H:10]2[F:17])[CH:2]=1.CCN([CH2:23][CH3:24])CC.[CH3:25][C:26]([Si:29](Cl)([C:36]1[CH:41]=[CH:40][CH:39]=[CH:38][CH:37]=1)[C:30]1[CH:35]=[CH:34][CH:33]=[CH:32][CH:31]=1)([CH3:28])[CH3:27].[C:43](Cl)(=[O:50])[C:44]1[CH:49]=[CH:48][CH:47]=[CH:46][CH:45]=1.CN([CH:55]=[O:56])C, predict the reaction product. (6) Given the reactants [F:1][C:2]1[CH:3]=[C:4]([CH:46]=[C:47]([F:49])[CH:48]=1)[CH2:5][C@H:6]([NH:24][C:25]([C:27]1[C:28]2[CH2:29][CH2:30][N:31]([CH:39]([CH2:43][CH2:44][CH3:45])[CH2:40][CH2:41][CH3:42])[C:32](=[O:38])[C:33]=2[CH:34]=[C:35]([Cl:37])[CH:36]=1)=[O:26])[C@H:7]([OH:23])[CH2:8][NH:9][C:10]1([C:13]2[CH:18]=[CH:17][CH:16]=[C:15]([C:19]([F:22])([F:21])[F:20])[CH:14]=2)[CH2:12][CH2:11]1.Cl, predict the reaction product. The product is: [ClH:37].[F:1][C:2]1[CH:3]=[C:4]([CH:46]=[C:47]([F:49])[CH:48]=1)[CH2:5][C@H:6]([NH:24][C:25]([C:27]1[C:28]2[CH2:29][CH2:30][N:31]([CH:39]([CH2:40][CH2:41][CH3:42])[CH2:43][CH2:44][CH3:45])[C:32](=[O:38])[C:33]=2[CH:34]=[C:35]([Cl:37])[CH:36]=1)=[O:26])[C@H:7]([OH:23])[CH2:8][NH:9][C:10]1([C:13]2[CH:18]=[CH:17][CH:16]=[C:15]([C:19]([F:21])([F:20])[F:22])[CH:14]=2)[CH2:11][CH2:12]1.